From a dataset of Forward reaction prediction with 1.9M reactions from USPTO patents (1976-2016). Predict the product of the given reaction. (1) Given the reactants [C:1]([C:5]1[CH:11]=[C:10]([OH:12])[CH:9]=[CH:8][C:6]=1[OH:7])([CH3:4])([CH3:3])[CH3:2].Br[C:14]1[N:19]=[C:18]([CH3:20])[C:17]([CH:21]=[O:22])=[CH:16][CH:15]=1.C([O-])([O-])=O.[K+].[K+], predict the reaction product. The product is: [C:1]([C:5]1[CH:11]=[C:10]([CH:9]=[CH:8][C:6]=1[OH:7])[O:12][C:14]1[N:19]=[C:18]([CH3:20])[C:17]([CH:21]=[O:22])=[CH:16][CH:15]=1)([CH3:4])([CH3:2])[CH3:3]. (2) Given the reactants [CH:1]1([CH2:4][O:5][C:6]2[N:11]=[C:10]([C:12]([OH:14])=O)[CH:9]=[CH:8][C:7]=2[N:15]2[CH2:18][C:17]([F:20])([F:19])[CH2:16]2)[CH2:3][CH2:2]1.Cl.[NH2:22][C:23]([CH3:29])([CH3:28])[CH2:24][C:25]([NH2:27])=[O:26], predict the reaction product. The product is: [C:25]([CH2:24][C:23]([NH:22][C:12]([C:10]1[CH:9]=[CH:8][C:7]([N:15]2[CH2:18][C:17]([F:20])([F:19])[CH2:16]2)=[C:6]([O:5][CH2:4][CH:1]2[CH2:2][CH2:3]2)[N:11]=1)=[O:14])([CH3:29])[CH3:28])(=[O:26])[NH2:27]. (3) Given the reactants [CH3:1][O:2][C:3](=[O:19])[C:4]1[CH:9]=[CH:8][CH:7]=[C:6]([F:10])[C:5]=1OS(C(F)(F)F)(=O)=O.[CH:20]([C:23]1[CH:28]=[CH:27][C:26](B(O)O)=[CH:25][CH:24]=1)([CH3:22])[CH3:21], predict the reaction product. The product is: [CH3:1][O:2][C:3]([C:4]1[C:5]([C:26]2[CH:27]=[CH:28][C:23]([CH:20]([CH3:22])[CH3:21])=[CH:24][CH:25]=2)=[C:6]([F:10])[CH:7]=[CH:8][CH:9]=1)=[O:19]. (4) Given the reactants [Cl:1][C:2]1[CH:23]=[CH:22][C:5]([CH2:6][CH2:7][O:8][C:9]2[N:14]=[N:13][C:12]([C:15]3[CH:16]=[C:17]([CH:19]=[CH:20][CH:21]=3)[NH2:18])=[CH:11][CH:10]=2)=[CH:4][CH:3]=1.N1C=CC=CC=1.[C:30]([C:32]1[CH:37]=[CH:36][C:35]([S:38](Cl)(=[O:40])=[O:39])=[CH:34][CH:33]=1)#[N:31], predict the reaction product. The product is: [Cl:1][C:2]1[CH:3]=[CH:4][C:5]([CH2:6][CH2:7][O:8][C:9]2[N:14]=[N:13][C:12]([C:15]3[CH:16]=[C:17]([NH:18][S:38]([C:35]4[CH:34]=[CH:33][C:32]([C:30]#[N:31])=[CH:37][CH:36]=4)(=[O:40])=[O:39])[CH:19]=[CH:20][CH:21]=3)=[CH:11][CH:10]=2)=[CH:22][CH:23]=1. (5) Given the reactants [Cl:1][C:2]1[CH:3]=[C:4]([NH:19][C:20]2[C:30]3[CH:29]=[C:28]([C:31]([OH:33])=O)[CH2:27][CH2:26][NH:25][C:24]=3[N:23]=[CH:22][N:21]=2)[CH:5]=[CH:6][C:7]=1[O:8][C:9]1[CH:14]=[CH:13][CH:12]=[C:11]([C:15]([F:18])([F:17])[F:16])[CH:10]=1.[CH3:34][O:35][CH2:36][CH2:37][NH2:38].ON1C2C=CC=CC=2N=N1.Cl.C(N=C=NCCCN(C)C)C, predict the reaction product. The product is: [Cl:1][C:2]1[CH:3]=[C:4]([NH:19][C:20]2[C:30]3[CH:29]=[C:28]([C:31]([NH:38][CH2:37][CH2:36][O:35][CH3:34])=[O:33])[CH2:27][CH2:26][NH:25][C:24]=3[N:23]=[CH:22][N:21]=2)[CH:5]=[CH:6][C:7]=1[O:8][C:9]1[CH:14]=[CH:13][CH:12]=[C:11]([C:15]([F:16])([F:17])[F:18])[CH:10]=1.